From a dataset of Reaction yield outcomes from USPTO patents with 853,638 reactions. Predict the reaction yield, written as a fraction of the theoretical maximum amount of product (1.0 means a 100% yield; for example, 0.34 means a 34% yield). (1) The product is [Br:1][C:2]1[CH:7]=[CH:6][C:5]([C@@H:8]([NH:18][CH3:16])[CH2:9][N:10]2[CH2:14][CH2:13][CH2:12][CH2:11]2)=[CH:4][CH:3]=1. The yield is 0.820. The reactants are [Br:1][C:2]1[CH:7]=[CH:6][C:5]([C@@H:8](O)[CH2:9][N:10]2[CH2:14][CH2:13][CH2:12][CH2:11]2)=[CH:4][CH:3]=1.[CH2:16]([N:18](CC)CC)C.CS(Cl)(=O)=O.CN. The catalyst is C(Cl)Cl. (2) The reactants are [Cl:1][C:2]1[CH:3]=[C:4]([CH:11]=[CH:12][C:13]=1[Cl:14])[CH:5]=[CH:6][C:7]([O:9][CH3:10])=[O:8].CO[CH2:17][N:18]([CH2:24][C:25]1[CH:30]=[CH:29][CH:28]=[CH:27][CH:26]=1)[CH2:19][Si](C)(C)C.FC(F)(F)C(O)=O.C(OCC)(=O)C. The catalyst is C1(C)C=CC=CC=1. The product is [CH2:24]([N:18]1[CH2:19][C@H:5]([C:4]2[CH:11]=[CH:12][C:13]([Cl:14])=[C:2]([Cl:1])[CH:3]=2)[C@@H:6]([C:7]([O:9][CH3:10])=[O:8])[CH2:17]1)[C:25]1[CH:30]=[CH:29][CH:28]=[CH:27][CH:26]=1. The yield is 1.00. (3) The yield is 0.680. The reactants are [C:1]([N:8]([C:18]([O:20][C:21]([CH3:24])([CH3:23])[CH3:22])=[O:19])[C@H:9]([C:15]([OH:17])=[O:16])[CH2:10][CH2:11][CH2:12][CH2:13][NH2:14])([O:3][C:4]([CH3:7])([CH3:6])[CH3:5])=[O:2].[C:25](C(CN)O)([O:27][C:28]([CH3:31])([CH3:30])[CH3:29])=[O:26].[CH3:36][CH2:37][N:38]=C=NCCCN(C)C.Cl.O. The product is [NH2:38][CH2:37][CH2:36][O:16][C:15](=[O:17])[C@:9]([C:25]([O:27][C:28]([CH3:31])([CH3:30])[CH3:29])=[O:26])([CH2:10][CH2:11][CH2:12][CH2:13][NH2:14])[N:8]([C:18]([O:20][C:21]([CH3:24])([CH3:23])[CH3:22])=[O:19])[C:1]([O:3][C:4]([CH3:5])([CH3:7])[CH3:6])=[O:2]. The catalyst is ClCCl.CN(C)C1C=CN=CC=1.